From a dataset of Catalyst prediction with 721,799 reactions and 888 catalyst types from USPTO. Predict which catalyst facilitates the given reaction. Reactant: [F:1][C:2]([F:21])([F:20])[CH2:3][C:4]1[CH:9]=[CH:8][C:7]([CH:10]2[CH2:15][NH:14][CH2:13][CH:12]([C:16]([O:18][CH3:19])=[O:17])[CH2:11]2)=[CH:6][CH:5]=1.C(N(CC)CC)C.Cl[C:30]([O:32][C:33]1[CH:38]=[CH:37][C:36]([N+:39]([O-:41])=[O:40])=[CH:35][CH:34]=1)=[O:31]. Product: [F:21][C:2]([F:1])([F:20])[CH2:3][C:4]1[CH:9]=[CH:8][C:7]([CH:10]2[CH2:15][N:14]([C:30]([O:32][C:33]3[CH:34]=[CH:35][C:36]([N+:39]([O-:41])=[O:40])=[CH:37][CH:38]=3)=[O:31])[CH2:13][CH:12]([C:16]([O:18][CH3:19])=[O:17])[CH2:11]2)=[CH:6][CH:5]=1. The catalyst class is: 4.